This data is from Catalyst prediction with 721,799 reactions and 888 catalyst types from USPTO. The task is: Predict which catalyst facilitates the given reaction. (1) Reactant: N.[O-:2][N+:3]1[C:8]2[CH:9]=[CH:10][CH:11]=[CH:12][C:7]=2[N+:6]([O-:13])=[C:5]([NH:14][CH2:15][CH2:16][N:17]([CH3:27])[CH2:18][CH2:19][NH:20][C:21](=[O:26])[C:22](F)(F)F)[N:4]=1.N1([C:33]([C:35]2[C:48]3[C:39](=[N:40][C:41]4[C:46]([N:47]=3)=C(C)[CH:44]=[CH:43][CH:42]=4)[CH:38]=[CH:37][CH:36]=2)=O)C=CN=C1. Product: [O-:2][N+:3]1[C:8]2[CH:9]=[CH:10][CH:11]=[CH:12][C:7]=2[N+:6]([O-:13])=[C:5]([NH:14][CH2:15][CH2:16][N:17]([CH3:27])[CH2:18][CH2:19][NH:20][C:21]([C:22]2[C:46]3[C:41](=[N:40][C:39]4[C:48]([N:47]=3)=[C:35]([CH3:33])[CH:36]=[CH:37][CH:38]=4)[CH:42]=[CH:43][CH:44]=2)=[O:26])[N:4]=1. The catalyst class is: 5. (2) Reactant: [CH2:1]([N:3]1[C:9](=[O:10])[C:8]2[CH:11]=[CH:12][C:13]([N+:15]([O-])=O)=[CH:14][C:7]=2[N:6]([CH2:18][CH3:19])[CH2:5][CH2:4]1)[CH3:2].O.NN. Product: [NH2:15][C:13]1[CH:12]=[CH:11][C:8]2[C:9](=[O:10])[N:3]([CH2:1][CH3:2])[CH2:4][CH2:5][N:6]([CH2:18][CH3:19])[C:7]=2[CH:14]=1. The catalyst class is: 63. (3) Reactant: [CH3:1][C:2]1[N:3]=[C:4]([NH:20][C:21]([N:23]2C=CN=C2)=[O:22])[S:5][C:6]=1[C:7]1[N:8]=[C:9]([C:12]([N:14]2[CH2:19][CH2:18][O:17][CH2:16][CH2:15]2)=[O:13])[S:10][CH:11]=1.N.O1CCOCC1. Product: [CH3:1][C:2]1[N:3]=[C:4]([NH:20][C:21]([NH2:23])=[O:22])[S:5][C:6]=1[C:7]1[N:8]=[C:9]([C:12]([N:14]2[CH2:19][CH2:18][O:17][CH2:16][CH2:15]2)=[O:13])[S:10][CH:11]=1. The catalyst class is: 3.